Dataset: Forward reaction prediction with 1.9M reactions from USPTO patents (1976-2016). Task: Predict the product of the given reaction. Given the reactants [CH3:1][O-:2].[Na+].[Na].F[C:6]1[CH:11]=[CH:10][C:9]([N+:12]([O-:14])=[O:13])=[C:8](F)[C:7]=1[F:16].C(O)(=O)C[C:19](CC(O)=O)(C(O)=O)[OH:20], predict the reaction product. The product is: [CH3:19][O:20][C:8]1[C:7]([F:16])=[C:6]([O:2][CH3:1])[CH:11]=[CH:10][C:9]=1[N+:12]([O-:14])=[O:13].